This data is from NCI-60 drug combinations with 297,098 pairs across 59 cell lines. The task is: Regression. Given two drug SMILES strings and cell line genomic features, predict the synergy score measuring deviation from expected non-interaction effect. (1) Drug 1: CCC1(CC2CC(C3=C(CCN(C2)C1)C4=CC=CC=C4N3)(C5=C(C=C6C(=C5)C78CCN9C7C(C=CC9)(C(C(C8N6C)(C(=O)OC)O)OC(=O)C)CC)OC)C(=O)OC)O.OS(=O)(=O)O. Drug 2: B(C(CC(C)C)NC(=O)C(CC1=CC=CC=C1)NC(=O)C2=NC=CN=C2)(O)O. Cell line: OVCAR-8. Synergy scores: CSS=48.8, Synergy_ZIP=2.48, Synergy_Bliss=2.66, Synergy_Loewe=-1.13, Synergy_HSA=-0.580. (2) Cell line: MDA-MB-435. Drug 1: CCC1=C2CN3C(=CC4=C(C3=O)COC(=O)C4(CC)O)C2=NC5=C1C=C(C=C5)O. Drug 2: CN(C(=O)NC(C=O)C(C(C(CO)O)O)O)N=O. Synergy scores: CSS=18.8, Synergy_ZIP=-6.84, Synergy_Bliss=-2.75, Synergy_Loewe=-87.6, Synergy_HSA=-4.09. (3) Drug 1: CN1C(=O)N2C=NC(=C2N=N1)C(=O)N. Drug 2: CNC(=O)C1=NC=CC(=C1)OC2=CC=C(C=C2)NC(=O)NC3=CC(=C(C=C3)Cl)C(F)(F)F. Cell line: HCC-2998. Synergy scores: CSS=-3.17, Synergy_ZIP=7.83, Synergy_Bliss=6.05, Synergy_Loewe=2.09, Synergy_HSA=-3.46. (4) Drug 1: CCCS(=O)(=O)NC1=C(C(=C(C=C1)F)C(=O)C2=CNC3=C2C=C(C=N3)C4=CC=C(C=C4)Cl)F. Drug 2: C1=CN(C(=O)N=C1N)C2C(C(C(O2)CO)O)O.Cl. Cell line: EKVX. Synergy scores: CSS=25.9, Synergy_ZIP=-3.01, Synergy_Bliss=0.783, Synergy_Loewe=-18.5, Synergy_HSA=-1.02.